From a dataset of NCI-60 drug combinations with 297,098 pairs across 59 cell lines. Regression. Given two drug SMILES strings and cell line genomic features, predict the synergy score measuring deviation from expected non-interaction effect. (1) Drug 1: CN1CCC(CC1)COC2=C(C=C3C(=C2)N=CN=C3NC4=C(C=C(C=C4)Br)F)OC. Drug 2: COC1=NC(=NC2=C1N=CN2C3C(C(C(O3)CO)O)O)N. Cell line: SF-268. Synergy scores: CSS=-2.17, Synergy_ZIP=3.49, Synergy_Bliss=5.58, Synergy_Loewe=1.20, Synergy_HSA=1.25. (2) Drug 1: C1=CC(=CC=C1CC(C(=O)O)N)N(CCCl)CCCl.Cl. Drug 2: C1CC(=O)NC(=O)C1N2C(=O)C3=CC=CC=C3C2=O. Cell line: SW-620. Synergy scores: CSS=9.82, Synergy_ZIP=-5.66, Synergy_Bliss=3.03, Synergy_Loewe=-8.10, Synergy_HSA=0.147.